From a dataset of Catalyst prediction with 721,799 reactions and 888 catalyst types from USPTO. Predict which catalyst facilitates the given reaction. (1) Reactant: Cl[C:2]1[C:3]([C:8]#[N:9])=[N:4][CH:5]=[CH:6][CH:7]=1.[CH2:10]([SH:12])[CH3:11].CN(C=O)C.[H-].[Na+]. Product: [C:8]([C:3]1[C:2]([S:12][CH2:10][CH3:11])=[CH:7][CH:6]=[CH:5][N:4]=1)#[N:9]. The catalyst class is: 6. (2) Reactant: [S:1]1[C:5]2[CH:6]=[CH:7][C:8]([C:10]3[C:19]([N:20]4[CH2:24][CH2:23][CH2:22][C@@H:21]4[CH3:25])=[N:18][C:17]4[C:12](=[CH:13][CH:14]=[C:15]([C:26]([O:28]C)=[O:27])[CH:16]=4)[N:11]=3)=[CH:9][C:4]=2[N:3]=[CH:2]1.[OH-].[Na+].O. Product: [S:1]1[C:5]2[CH:6]=[CH:7][C:8]([C:10]3[C:19]([N:20]4[CH2:24][CH2:23][CH2:22][C@@H:21]4[CH3:25])=[N:18][C:17]4[C:12](=[CH:13][CH:14]=[C:15]([C:26]([OH:28])=[O:27])[CH:16]=4)[N:11]=3)=[CH:9][C:4]=2[N:3]=[CH:2]1. The catalyst class is: 5. (3) Reactant: [CH:1]1([CH2:7][CH2:8][O:9][C:10]2[N:11]=[C:12]([NH2:49])[C:13]3[N:14]=[CH:15][N:16]([C:47]=3[N:48]=2)[C@@H:17]2[O:46][C@H:36]([CH2:37][O:38][Si](C(C)(C)C)(C)C)[C@@H:27]([O:28][Si](C(C)(C)C)(C)C)[C@H:18]2[O:19][Si](C(C)(C)C)(C)C)[CH2:6][CH2:5][CH2:4][CH2:3][CH2:2]1.[F-].[NH4+]. Product: [CH:1]1([CH2:7][CH2:8][O:9][C:10]2[N:11]=[C:12]([NH2:49])[C:13]3[N:14]=[CH:15][N:16]([C:47]=3[N:48]=2)[C@@H:17]2[O:46][C@H:36]([CH2:37][OH:38])[C@@H:27]([OH:28])[C@H:18]2[OH:19])[CH2:6][CH2:5][CH2:4][CH2:3][CH2:2]1. The catalyst class is: 5. (4) Reactant: C([Mg]Cl)(C)C.I[C:7]1[N:12]=[C:11]([O:13][CH3:14])[CH:10]=[CH:9][N:8]=1.[CH3:15][C:16](N(C)C)=[O:17]. Product: [CH3:14][O:13][C:11]1[CH:10]=[CH:9][N:8]=[C:7]([C:16](=[O:17])[CH3:15])[N:12]=1. The catalyst class is: 1.